Dataset: Forward reaction prediction with 1.9M reactions from USPTO patents (1976-2016). Task: Predict the product of the given reaction. (1) Given the reactants [C:1]([O:5][C:6](=[O:14])[NH:7][C@H:8]1[CH2:12][CH2:11][NH:10][C:9]1=[O:13])([CH3:4])([CH3:3])[CH3:2].Br[CH2:16][C:17]1[CH:26]=[CH:25][CH:24]=[C:23]2[C:18]=1[CH:19]=[CH:20][C:21]([Cl:27])=[N:22]2.BrCC1C=C2C(C=CC(Cl)=N2)=CC=1.BrCC1C=C2C(C=CN=C2Cl)=CC=1, predict the reaction product. The product is: [C:1]([O:5][C:6](=[O:14])[NH:7][C@H:8]1[CH2:12][CH2:11][N:10]([CH2:16][C:17]2[CH:26]=[CH:25][CH:24]=[C:23]3[C:18]=2[CH:19]=[CH:20][C:21]([Cl:27])=[N:22]3)[C:9]1=[O:13])([CH3:4])([CH3:2])[CH3:3]. (2) The product is: [N:46]1([C:52]2[N:53]=[C:54]([CH2:59][C:60](=[O:62])[N:1]3[C:3]4[C:4](=[C:35]([C:36]5[CH:41]=[CH:40][CH:39]=[CH:38][CH:37]=5)[CH:42]=[CH:43][CH:2]=4)[CH2:5][CH2:6]3)[NH:55][C:56](=[O:58])[CH:57]=2)[CH2:47][CH2:48][O:49][CH2:50][CH2:51]1. Given the reactants [N:1]1[CH:6]=[CH:5][CH:4]=[CH:3][CH:2]=1.Cl.CN(C)CCCN=C=NCC.N1(C2N=C(CC(=O)N3[C:41]4[C:36](=[CH:37][CH:38]=[CH:39][CH:40]=4)[C:35]4([CH2:43][CH2:42]4)C3)NC(=O)C=2)CCOCC1.[N:46]1([C:52]2[N:53]=[C:54]([CH2:59][C:60]([O-:62])=O)[NH:55][C:56](=[O:58])[CH:57]=2)[CH2:51][CH2:50][O:49][CH2:48][CH2:47]1.[Na+], predict the reaction product. (3) Given the reactants ClC1C=CC(NC=C(C2ON=C(C)C=2)C(NC2C=CC(F)=CC=2)=O)=CC=1.C([O:29][C:30]1[CH:35]=[CH:34][C:33]([NH:36][CH:37]=[C:38]([C:49]2[O:53][N:52]=[C:51]([CH3:54])[CH:50]=2)[C:39]([NH:41][C:42]2[CH:47]=[CH:46][C:45]([F:48])=[CH:44][CH:43]=2)=[O:40])=[CH:32][CH:31]=1)C.ClC1C=CC(NC(=O)C(=CNC2C=CC=C(F)C=2)C2ON=C(C)C=2)=CC=1, predict the reaction product. The product is: [F:48][C:45]1[CH:46]=[CH:47][C:42]([NH:41][C:39](=[O:40])[C:38](=[CH:37][NH:36][C:33]2[CH:32]=[CH:31][C:30]([OH:29])=[CH:35][CH:34]=2)[C:49]2[O:53][N:52]=[C:51]([CH3:54])[CH:50]=2)=[CH:43][CH:44]=1. (4) Given the reactants [F:1][C:2]1[CH:21]=[CH:20][C:5]([CH2:6][C:7]2[C:14]([C:15]#[N:16])=[C:13]([OH:17])[C:12]([O:18]C)=[CH:11][C:8]=2[C:9]#[N:10])=[CH:4][C:3]=1[CH3:22].BrC1C(C#N)=C(O)C(OC)=CC=1C#N.FC1C=CC(CB2OC(C)(C)C(C)(C)O2)=CC=1C, predict the reaction product. The product is: [F:1][C:2]1[CH:21]=[CH:20][C:5]([CH2:6][C:7]2[C:14]([C:15]#[N:16])=[C:13]([OH:17])[C:12]([OH:18])=[CH:11][C:8]=2[C:9]#[N:10])=[CH:4][C:3]=1[CH3:22]. (5) Given the reactants [Cl:1][C:2]1[C:9]([CH3:10])=[C:8]([N:11]2[CH2:15][C@@H:14]3[C@H:16]([N:19]=[N+]=[N-])[CH2:17][CH2:18][N:13]3[C:12]2=[O:22])[CH:7]=[CH:6][C:3]=1[C:4]#[N:5], predict the reaction product. The product is: [NH2:19][C@H:16]1[CH:14]2[N:13]([C:12](=[O:22])[N:11]([C:8]3[CH:7]=[CH:6][C:3]([C:4]#[N:5])=[C:2]([Cl:1])[C:9]=3[CH3:10])[CH2:15]2)[CH2:18][CH2:17]1. (6) Given the reactants [CH2:1]([N:3]1[C:7]([C:8]([N:10]2[CH2:15][CH2:14][CH:13]([N:16]3[CH2:20][CH2:19][CH2:18][CH2:17]3)[CH2:12][CH2:11]2)=[O:9])=[C:6](I)[N:5]=[C:4]1[C:22]1[CH:27]=[CH:26][CH:25]=[C:24]([C:28]([F:31])([F:30])[F:29])[CH:23]=1)[CH3:2].[N:32]1[CH:37]=[CH:36][C:35](B(O)O)=[CH:34][CH:33]=1, predict the reaction product. The product is: [CH2:1]([N:3]1[C:7]([C:8]([N:10]2[CH2:15][CH2:14][CH:13]([N:16]3[CH2:20][CH2:19][CH2:18][CH2:17]3)[CH2:12][CH2:11]2)=[O:9])=[C:6]([C:35]2[CH:36]=[CH:37][N:32]=[CH:33][CH:34]=2)[N:5]=[C:4]1[C:22]1[CH:27]=[CH:26][CH:25]=[C:24]([C:28]([F:31])([F:30])[F:29])[CH:23]=1)[CH3:2]. (7) Given the reactants [Cl:1][C:2]1[CH:7]=[CH:6][CH:5]=[CH:4][C:3]=1[CH:8]=[CH:9][CH:10]1[CH2:15][CH2:14][N:13](C(OC(C)(C)C)=O)[CH2:12][CH2:11]1.C1(C)C=CC(S(O)(=O)=O)=CC=1.[OH-].[Na+], predict the reaction product. The product is: [Cl:1][C:2]1[CH:7]=[CH:6][CH:5]=[CH:4][C:3]=1/[CH:8]=[CH:9]/[CH:10]1[CH2:11][CH2:12][NH:13][CH2:14][CH2:15]1.